Task: Regression. Given two drug SMILES strings and cell line genomic features, predict the synergy score measuring deviation from expected non-interaction effect.. Dataset: NCI-60 drug combinations with 297,098 pairs across 59 cell lines (1) Drug 1: CN(C(=O)NC(C=O)C(C(C(CO)O)O)O)N=O. Drug 2: C(CN)CNCCSP(=O)(O)O. Cell line: T-47D. Synergy scores: CSS=11.0, Synergy_ZIP=-5.69, Synergy_Bliss=-11.0, Synergy_Loewe=1.39, Synergy_HSA=-7.02. (2) Drug 1: CCC1(CC2CC(C3=C(CCN(C2)C1)C4=CC=CC=C4N3)(C5=C(C=C6C(=C5)C78CCN9C7C(C=CC9)(C(C(C8N6C)(C(=O)OC)O)OC(=O)C)CC)OC)C(=O)OC)O.OS(=O)(=O)O. Drug 2: CC1CCC2CC(C(=CC=CC=CC(CC(C(=O)C(C(C(=CC(C(=O)CC(OC(=O)C3CCCCN3C(=O)C(=O)C1(O2)O)C(C)CC4CCC(C(C4)OC)O)C)C)O)OC)C)C)C)OC. Cell line: MALME-3M. Synergy scores: CSS=1.16, Synergy_ZIP=1.96, Synergy_Bliss=3.77, Synergy_Loewe=-4.49, Synergy_HSA=-3.08. (3) Drug 1: CNC(=O)C1=CC=CC=C1SC2=CC3=C(C=C2)C(=NN3)C=CC4=CC=CC=N4. Drug 2: CC1=CC2C(CCC3(C2CCC3(C(=O)C)OC(=O)C)C)C4(C1=CC(=O)CC4)C. Cell line: U251. Synergy scores: CSS=13.8, Synergy_ZIP=-4.69, Synergy_Bliss=-0.222, Synergy_Loewe=-30.7, Synergy_HSA=1.06. (4) Drug 1: C1CCN(CC1)CCOC2=CC=C(C=C2)C(=O)C3=C(SC4=C3C=CC(=C4)O)C5=CC=C(C=C5)O. Drug 2: CC1C(C(CC(O1)OC2CC(CC3=C2C(=C4C(=C3O)C(=O)C5=C(C4=O)C(=CC=C5)OC)O)(C(=O)CO)O)N)O.Cl. Cell line: SR. Synergy scores: CSS=46.8, Synergy_ZIP=4.24, Synergy_Bliss=4.79, Synergy_Loewe=2.59, Synergy_HSA=5.13. (5) Drug 1: C1=CC(=CC=C1CC(C(=O)O)N)N(CCCl)CCCl.Cl. Drug 2: C1CC(=O)NC(=O)C1N2C(=O)C3=CC=CC=C3C2=O. Cell line: RXF 393. Synergy scores: CSS=9.58, Synergy_ZIP=-1.53, Synergy_Bliss=4.15, Synergy_Loewe=-1.64, Synergy_HSA=2.63. (6) Drug 2: CC1=C(C=C(C=C1)NC2=NC=CC(=N2)N(C)C3=CC4=NN(C(=C4C=C3)C)C)S(=O)(=O)N.Cl. Drug 1: CS(=O)(=O)C1=CC(=C(C=C1)C(=O)NC2=CC(=C(C=C2)Cl)C3=CC=CC=N3)Cl. Cell line: NCI-H460. Synergy scores: CSS=1.36, Synergy_ZIP=9.74, Synergy_Bliss=10.9, Synergy_Loewe=5.97, Synergy_HSA=7.80. (7) Drug 1: C1=CC=C(C=C1)NC(=O)CCCCCCC(=O)NO. Drug 2: CC1C(C(CC(O1)OC2CC(OC(C2O)C)OC3=CC4=CC5=C(C(=O)C(C(C5)C(C(=O)C(C(C)O)O)OC)OC6CC(C(C(O6)C)O)OC7CC(C(C(O7)C)O)OC8CC(C(C(O8)C)O)(C)O)C(=C4C(=C3C)O)O)O)O. Cell line: A549. Synergy scores: CSS=68.8, Synergy_ZIP=-5.02, Synergy_Bliss=-1.83, Synergy_Loewe=-10.0, Synergy_HSA=-1.73.